This data is from Full USPTO retrosynthesis dataset with 1.9M reactions from patents (1976-2016). The task is: Predict the reactants needed to synthesize the given product. (1) Given the product [CH2:1]([O:3][C:4]([N:6]1[CH2:11][CH2:10][N:9]([C:12](=[O:35])[C:13]2[CH:18]=[CH:17][CH:16]=[C:15]([C@@H:19]([N:27]3[CH2:32][C@@H:31]([CH3:33])[N:30]([CH2:36][C:37]4[CH:42]=[CH:41][CH:40]=[CH:39][CH:38]=4)[CH2:29][C@@H:28]3[CH3:34])[C:20]3[CH:25]=[CH:24][CH:23]=[C:22]([OH:26])[CH:21]=3)[CH:14]=2)[CH2:8][CH2:7]1)=[O:5])[CH3:2], predict the reactants needed to synthesize it. The reactants are: [CH2:1]([O:3][C:4]([N:6]1[CH2:11][CH2:10][N:9]([C:12](=[O:35])[C:13]2[CH:18]=[CH:17][CH:16]=[C:15]([C@@H:19]([N:27]3[CH2:32][C@@H:31]([CH3:33])[NH:30][CH2:29][C@@H:28]3[CH3:34])[C:20]3[CH:25]=[CH:24][CH:23]=[C:22]([OH:26])[CH:21]=3)[CH:14]=2)[CH2:8][CH2:7]1)=[O:5])[CH3:2].[CH:36](=O)[C:37]1[CH:42]=[CH:41][CH:40]=[CH:39][CH:38]=1. (2) Given the product [S:21]1(=[O:25])(=[O:23])[C:5]2[CH:6]=[CH:7][CH:8]=[CH:9][C:4]=2[CH:3]=[CH:2]1, predict the reactants needed to synthesize it. The reactants are: S1[C:5]2[CH:6]=[CH:7][CH:8]=[CH:9][C:4]=2[CH:3]=[CH:2]1.ClC1C=CC=C(C(OO)=O)C=1.[S:21]([O-:25])([O-])(=[O:23])=S.[Na+].[Na+]. (3) Given the product [OH:2][NH:1][S:21]([C:18]1[S:19][CH:20]=[C:16]([C:14]([N:8]2[CH2:13][CH2:12][O:11][CH2:10][CH2:9]2)=[O:15])[CH:17]=1)(=[O:23])=[O:22], predict the reactants needed to synthesize it. The reactants are: [NH2:1][OH:2].C1COCC1.[N:8]1([C:14]([C:16]2[CH:17]=[C:18]([S:21](Cl)(=[O:23])=[O:22])[S:19][CH:20]=2)=[O:15])[CH2:13][CH2:12][O:11][CH2:10][CH2:9]1. (4) The reactants are: [CH3:1][N:2]1[C:7](=[O:8])[C:6]([C:9]2[CH:14]=[CH:13][C:12]([O:15][C:16]3[CH:21]=[CH:20][N:19]=[C:18]([C:22]4[CH:23]=[N:24][N:25]([CH3:27])[CH:26]=4)[CH:17]=3)=[C:11]([CH3:28])[N:10]=2)=[CH:5][N:4]=[C:3]1SC.[CH:31]([NH2:34])([CH3:33])[CH3:32]. Given the product [CH:31]([NH:34][C:3]1[N:2]([CH3:1])[C:7](=[O:8])[C:6]([C:9]2[CH:14]=[CH:13][C:12]([O:15][C:16]3[CH:21]=[CH:20][N:19]=[C:18]([C:22]4[CH:23]=[N:24][N:25]([CH3:27])[CH:26]=4)[CH:17]=3)=[C:11]([CH3:28])[N:10]=2)=[CH:5][N:4]=1)([CH3:33])[CH3:32], predict the reactants needed to synthesize it. (5) The reactants are: [CH2:1]([O:46][CH:47]1[C@H:51]2[C@H:52]([O:72][Si:73]([C:76]([CH3:79])([CH3:78])[CH3:77])([CH3:75])[CH3:74])[N:53]([C:64]([O:66][CH2:67][C:68]([Cl:71])([Cl:70])[Cl:69])=[O:65])[C:54]3[CH:61]=[CH:60][C:59]([O:62][CH3:63])=[CH:58][C:55]=3[C:56](=[O:57])[N:50]2[CH:49]=[C:48]1OS(C(F)(F)F)(=O)=O)[CH2:2][CH2:3][O:4][CH:5]1[C@H:9]2[C@H:10]([O:30][Si:31]([C:34]([CH3:37])([CH3:36])[CH3:35])([CH3:33])[CH3:32])[N:11]([C:22]([O:24][CH2:25][C:26]([Cl:29])(Cl)[Cl:27])=[O:23])[C:12]3[CH:19]=[CH:18][C:17]([O:20][CH3:21])=[CH:16][C:13]=3[C:14](=[O:15])[N:8]2[CH:7]=[C:6]1OS(C(F)(F)F)(=O)=O.[Li+].[Cl-:89].C([Sn](CCCC)(CCCC)[C:95]#[C:96][C:97]1[CH:102]=[CH:101][CH:100]=[CH:99][CH:98]=1)CCC. Given the product [CH2:1]([O:46][C:47]1([C:102]2[CH:101]=[CH:100][CH:99]=[CH:98][C:97]=2[C:96]#[CH:95])[C@H:51]2[C@H:52]([O:72][Si:73]([C:76]([CH3:78])([CH3:77])[CH3:79])([CH3:74])[CH3:75])[N:53]([C:64]([O:66][CH2:67][C:68]([Cl:69])([Cl:71])[Cl:70])=[O:65])[C:54]3[CH:61]=[CH:60][C:59]([O:62][CH3:63])=[CH:58][C:55]=3[C:56](=[O:57])[N:50]2[CH:49]=[CH:48]1)[CH2:2][CH2:3][O:4][C:5]1([C:98]2[CH:99]=[CH:100][CH:101]=[CH:102][C:97]=2[C:96]#[CH:95])[C@H:9]2[C@H:10]([O:30][Si:31]([C:34]([CH3:37])([CH3:35])[CH3:36])([CH3:33])[CH3:32])[N:11]([C:22]([O:24][CH2:25][C:26]([Cl:27])([Cl:29])[Cl:89])=[O:23])[C:12]3[CH:19]=[CH:18][C:17]([O:20][CH3:21])=[CH:16][C:13]=3[C:14](=[O:15])[N:8]2[CH:7]=[CH:6]1, predict the reactants needed to synthesize it.